Dataset: Forward reaction prediction with 1.9M reactions from USPTO patents (1976-2016). Task: Predict the product of the given reaction. (1) Given the reactants C([Cl:4])(=O)C.[CH3:5][S:6]([C:9]1[CH:33]=[CH:32][C:12]([CH2:13][C:14]2[N:18]=[C:17]([CH:19]3[CH2:24][CH2:23][N:22](C(OC(C)(C)C)=O)[CH2:21][CH2:20]3)[O:16][N:15]=2)=[CH:11][CH:10]=1)(=[O:8])=[O:7], predict the reaction product. The product is: [ClH:4].[CH3:5][S:6]([C:9]1[CH:10]=[CH:11][C:12]([CH2:13][C:14]2[N:18]=[C:17]([CH:19]3[CH2:24][CH2:23][NH:22][CH2:21][CH2:20]3)[O:16][N:15]=2)=[CH:32][CH:33]=1)(=[O:7])=[O:8]. (2) Given the reactants [N:1]1[CH:6]=[CH:5][C:4]([C:7]2[N:8]=[C:9]([CH2:12][NH:13]C(=O)OCC3C=CC=CC=3)[NH:10][CH:11]=2)=[CH:3][CH:2]=1, predict the reaction product. The product is: [N:1]1[CH:2]=[CH:3][C:4]([C:7]2[N:8]=[C:9]([CH2:12][NH2:13])[NH:10][CH:11]=2)=[CH:5][CH:6]=1. (3) Given the reactants Br.CO[C:4]([C:6]1[C:7]([Br:22])=[N:8][C:9]2[CH:10]=[C:11]3[O:21][CH2:20][CH2:19][O:18][C:12]3=[CH:13][C:14]=2[C:15]=1[CH2:16]Br)=[O:5].C(N(CC)CC)C.[CH3:30][N:31]1[CH2:36][CH2:35][NH:34][CH2:33][CH2:32]1.[H-].C([Al+]CC(C)C)C(C)C.O.O.O.O.C(C(C(C([O-])=O)O)O)([O-])=O.[Na+].[K+], predict the reaction product. The product is: [Br:22][C:7]1[C:6]([CH2:4][OH:5])=[C:15]([CH2:16][N:34]2[CH2:35][CH2:36][N:31]([CH3:30])[CH2:32][CH2:33]2)[C:14]2[CH:13]=[C:12]3[O:18][CH2:19][CH2:20][O:21][C:11]3=[CH:10][C:9]=2[N:8]=1. (4) Given the reactants [CH3:1][O:2][C:3](=[O:26])[CH2:4][C@H:5]1[C:9]2[CH:10]=[CH:11][C:12]([O:14][C@H:15]3[C:23]4[C:18](=[C:19]([OH:25])[CH:20]=[CH:21][C:22]=4[F:24])[CH2:17][CH2:16]3)=[CH:13][C:8]=2[O:7][CH2:6]1.[N:27]1([C:32]2[CH:37]=[CH:36][C:35](B(O)O)=[CH:34][CH:33]=2)[CH:31]=[CH:30][N:29]=[CH:28]1, predict the reaction product. The product is: [CH3:1][O:2][C:3](=[O:26])[CH2:4][C@H:5]1[C:9]2[CH:10]=[CH:11][C:12]([O:14][C@H:15]3[C:23]4[C:18](=[C:19]([O:25][C:35]5[CH:36]=[CH:37][C:32]([N:27]6[CH:31]=[CH:30][N:29]=[CH:28]6)=[CH:33][CH:34]=5)[CH:20]=[CH:21][C:22]=4[F:24])[CH2:17][CH2:16]3)=[CH:13][C:8]=2[O:7][CH2:6]1.